Dataset: Forward reaction prediction with 1.9M reactions from USPTO patents (1976-2016). Task: Predict the product of the given reaction. (1) Given the reactants [Cl:1][C:2]1[C:3]([F:34])=[C:4]([CH:31]=[CH:32][CH:33]=1)[CH2:5][NH:6][C:7]([C@@H:9]1[CH2:13][C@@H:12]([F:14])[CH2:11][N:10]1[C:15](=[O:30])[CH2:16][N:17]1[C:25]2[C:20](=[CH:21][CH:22]=[C:23]([OH:26])[CH:24]=2)[C:19]([C:27]([NH2:29])=[O:28])=[CH:18]1)=[O:8].C([O-])([O-])=O.[Cs+].[Cs+].Br[CH2:42][C:43]([O:45][CH3:46])=[O:44], predict the reaction product. The product is: [CH3:46][O:45][C:43](=[O:44])[CH2:42][O:26][C:23]1[CH:24]=[C:25]2[C:20]([C:19]([C:27](=[O:28])[NH2:29])=[CH:18][N:17]2[CH2:16][C:15]([N:10]2[CH2:11][C@H:12]([F:14])[CH2:13][C@H:9]2[C:7](=[O:8])[NH:6][CH2:5][C:4]2[CH:31]=[CH:32][CH:33]=[C:2]([Cl:1])[C:3]=2[F:34])=[O:30])=[CH:21][CH:22]=1. (2) Given the reactants [C:1]([C:4]1[S:8][CH:7]=[C:6]([C:9]2[CH:10]=[C:11]3[C:15](=[C:16]([C:18]([NH2:20])=[O:19])[CH:17]=2)[NH:14][CH:13]=[C:12]3[CH:21]2[CH2:26][CH2:25][N:24]([S:27]([CH2:30][CH3:31])(=[O:29])=[O:28])[CH2:23][CH2:22]2)[CH:5]=1)(=O)[CH3:2].C([BH3-])#N.[Na+].[NH:36]1[CH2:40][CH2:39][CH2:38][CH2:37]1, predict the reaction product. The product is: [CH2:30]([S:27]([N:24]1[CH2:23][CH2:22][CH:21]([C:12]2[C:11]3[C:15](=[C:16]([C:18]([NH2:20])=[O:19])[CH:17]=[C:9]([C:6]4[CH:5]=[C:4]([C@@H:1]([N:36]5[CH2:40][CH2:39][CH2:38][CH2:37]5)[CH3:2])[S:8][CH:7]=4)[CH:10]=3)[NH:14][CH:13]=2)[CH2:26][CH2:25]1)(=[O:29])=[O:28])[CH3:31].